This data is from Reaction yield outcomes from USPTO patents with 853,638 reactions. The task is: Predict the reaction yield, written as a fraction of the theoretical maximum amount of product (1.0 means a 100% yield; for example, 0.34 means a 34% yield). (1) The reactants are Cl[C:2]1[N:7]=[C:6]([O:8][CH3:9])[C:5]([N+:10]([O-:12])=[O:11])=[C:4]([O:13][CH3:14])[N:3]=1.[Cl-].[F:16][C:17]1[CH:24]=[CH:23][C:20]([CH2:21][Zn+])=[CH:19][CH:18]=1. The catalyst is C1COCC1.C1C=CC([P]([Pd]([P](C2C=CC=CC=2)(C2C=CC=CC=2)C2C=CC=CC=2)([P](C2C=CC=CC=2)(C2C=CC=CC=2)C2C=CC=CC=2)[P](C2C=CC=CC=2)(C2C=CC=CC=2)C2C=CC=CC=2)(C2C=CC=CC=2)C2C=CC=CC=2)=CC=1. The product is [F:16][C:17]1[CH:24]=[CH:23][C:20]([CH2:21][C:2]2[N:7]=[C:6]([O:8][CH3:9])[C:5]([N+:10]([O-:12])=[O:11])=[C:4]([O:13][CH3:14])[N:3]=2)=[CH:19][CH:18]=1. The yield is 0.630. (2) The reactants are [CH2:1]([C:7]1[C:8]2[S:19][CH:18]=[CH:17][C:9]=2[S:10][C:11]=1[C:12]([O:14]CC)=[O:13])[CH2:2][CH2:3][CH2:4][CH2:5][CH3:6].[Li+].[OH-].C1COCC1.Cl. The catalyst is [I-].C([N+](CCCC)(CCCC)CCCC)CCC.CO. The product is [CH2:1]([C:7]1[C:8]2[S:19][CH:18]=[CH:17][C:9]=2[S:10][C:11]=1[C:12]([OH:14])=[O:13])[CH2:2][CH2:3][CH2:4][CH2:5][CH3:6]. The yield is 0.967. (3) The reactants are O(P(O[C:18]1[N:19]([C:24]([O:26][C:27]([CH3:30])([CH3:29])[CH3:28])=[O:25])[CH2:20][CH2:21][O:22][CH:23]=1)(OC1C=CC=CC=1)=O)C1C=CC=CC=1.[C:31]1([CH3:40])[CH:36]=[CH:35][CH:34]=[CH:33][C:32]=1B(O)O. No catalyst specified. The product is [C:31]1([CH3:40])[CH:36]=[CH:35][CH:34]=[CH:33][C:32]=1[C:18]1[N:19]([C:24]([O:26][C:27]([CH3:28])([CH3:29])[CH3:30])=[O:25])[CH2:20][CH2:21][O:22][CH:23]=1. The yield is 0.570. (4) The reactants are C=O.[CH3:3][C:4]1[S:13][C:12]2[NH:11][C:10]3[CH:14]=[CH:15][CH:16]=[CH:17][C:9]=3[N:8]=[C:7]([N:18]3[CH2:23][CH2:22][NH:21][C@@H:20]([CH2:24][C@@H:25]([C:27]4[CH:32]=[CH:31][CH:30]=[CH:29][CH:28]=4)[OH:26])[CH2:19]3)[C:6]=2[CH:5]=1.[C:33](O[BH-](OC(=O)C)OC(=O)C)(=O)C.[Na+]. The catalyst is C(Cl)Cl.C(=O)(O)[O-].[Na+]. The product is [CH3:33][N:21]1[CH2:22][CH2:23][N:18]([C:7]2[C:6]3[CH:5]=[C:4]([CH3:3])[S:13][C:12]=3[NH:11][C:10]3[CH:14]=[CH:15][CH:16]=[CH:17][C:9]=3[N:8]=2)[CH2:19][C@@H:20]1[CH2:24][C@@H:25]([C:27]1[CH:32]=[CH:31][CH:30]=[CH:29][CH:28]=1)[OH:26]. The yield is 0.420. (5) The reactants are [F:1][C:2]1[CH:7]=[CH:6][C:5]([OH:8])=[C:4]([CH3:9])[C:3]=1[NH:10][CH2:11][C:12]1[CH:17]=[C:16]([CH3:18])[CH:15]=[C:14]([C:19]2[CH:24]=[CH:23][CH:22]=[C:21]([F:25])[CH:20]=2)[CH:13]=1.C([O-])([O-])=O.[Cs+].[Cs+].Br[CH2:33][C:34]([O:36][CH:37]([CH3:39])[CH3:38])=[O:35].O. The catalyst is CN(C=O)C. The product is [F:1][C:2]1[CH:7]=[CH:6][C:5]([O:8][CH2:33][C:34]([O:36][CH:37]([CH3:39])[CH3:38])=[O:35])=[C:4]([CH3:9])[C:3]=1[NH:10][CH2:11][C:12]1[CH:17]=[C:16]([CH3:18])[CH:15]=[C:14]([C:19]2[CH:24]=[CH:23][CH:22]=[C:21]([F:25])[CH:20]=2)[CH:13]=1. The yield is 0.760. (6) The reactants are [CH3:1][O:2][C:3]1[CH:4]=[CH:5][C:6]([N+:12]([O-:14])=[O:13])=[C:7]([CH:11]=1)[C:8]([OH:10])=O.[NH2:15][C:16]1[CH:21]=[CH:20][C:19]([Cl:22])=[CH:18][N:17]=1.N1C=CC=CC=1.P(Cl)(Cl)(Cl)=O. The catalyst is O.C(#N)C. The product is [N+:12]([C:6]1[CH:5]=[CH:4][C:3]([O:2][CH3:1])=[CH:11][C:7]=1[C:8]([NH:15][C:16]1[CH:21]=[CH:20][C:19]([Cl:22])=[CH:18][N:17]=1)=[O:10])([O-:14])=[O:13]. The yield is 0.882. (7) No catalyst specified. The reactants are [O:1]=[C:2]([C:8]1[S:9][C:10]([C:13]2[CH:18]=[CH:17][N:16]=[CH:15][CH:14]=2)=[CH:11][CH:12]=1)[CH2:3][C:4]([O:6][CH3:7])=[O:5].[Cl:19][C:20]1[CH:27]=[CH:26][C:23]([CH:24]=O)=[CH:22][CH:21]=1.N1CCCCC1.C1C=CC=CC=1.C(O)(=O)C. The yield is 0.630. The product is [Cl:19][C:20]1[CH:27]=[CH:26][C:23](/[CH:24]=[C:3](/[C:2]([C:8]2[S:9][C:10]([C:13]3[CH:14]=[CH:15][N:16]=[CH:17][CH:18]=3)=[CH:11][CH:12]=2)=[O:1])\[C:4]([O:6][CH3:7])=[O:5])=[CH:22][CH:21]=1. (8) The reactants are C(O)C.[Cl:4][C:5]1[CH:6]=[C:7]([C:11]2[CH:16]=[C:15]([CH2:17][C:18]3[CH:23]=[CH:22][C:21]([N+:24]([O-])=O)=[CH:20][CH:19]=3)[CH:14]=[CH:13][C:12]=2[O:27][CH3:28])[CH:8]=[CH:9][CH:10]=1. The catalyst is [Fe].O. The product is [Cl:4][C:5]1[CH:6]=[C:7]([C:11]2[C:12]([O:27][CH3:28])=[CH:13][CH:14]=[C:15]([CH2:17][C:18]3[CH:19]=[CH:20][C:21]([NH2:24])=[CH:22][CH:23]=3)[CH:16]=2)[CH:8]=[CH:9][CH:10]=1. The yield is 0.890. (9) The reactants are [C@@H:1]12[CH2:7][C@@H:4]([CH:5]=[CH:6]1)[C:3](=[O:8])[NH:2]2.[O-]P([O-])([O-])=O.[K+].[K+].[K+].I[C:18]1[CH:27]=[CH:26][C:21]([C:22]([O:24][CH3:25])=[O:23])=[C:20]([O:28][CH3:29])[CH:19]=1.CNCCNC. The catalyst is [Cu]I. The product is [CH3:29][O:28][C:20]1[CH:19]=[C:18]([N:2]2[C:3](=[O:8])[C@H:4]3[CH2:7][C@@H:1]2[CH:6]=[CH:5]3)[CH:27]=[CH:26][C:21]=1[C:22]([O:24][CH3:25])=[O:23]. The yield is 0.740.